This data is from Forward reaction prediction with 1.9M reactions from USPTO patents (1976-2016). The task is: Predict the product of the given reaction. (1) Given the reactants [CH:1]1([C:4]2([OH:18])[CH2:9][CH2:8][N:7](C(OC(C)(C)C)=O)[CH2:6][CH:5]2[F:17])[CH2:3][CH2:2]1.[F:19][C:20]([F:25])([F:24])[C:21]([OH:23])=[O:22], predict the reaction product. The product is: [F:19][C:20]([F:25])([F:24])[C:21]([OH:23])=[O:22].[CH:1]1([C:4]2([OH:18])[CH2:9][CH2:8][NH:7][CH2:6][CH:5]2[F:17])[CH2:3][CH2:2]1. (2) Given the reactants [NH2:1][C:2]1[CH:7]=[N:6][C:5]([CH3:8])=[CH:4][N:3]=1.N1C=CC=CC=1.Cl[C:16]([O:18][C:19]1[CH:24]=[CH:23][CH:22]=[CH:21][CH:20]=1)=[O:17], predict the reaction product. The product is: [C:19]1([O:18][C:16](=[O:17])[NH:1][C:2]2[CH:7]=[N:6][C:5]([CH3:8])=[CH:4][N:3]=2)[CH:24]=[CH:23][CH:22]=[CH:21][CH:20]=1. (3) Given the reactants [F:1][C:2]1[CH:10]=[CH:9][C:5]2[O:6][CH2:7][O:8][C:4]=2[C:3]=1[NH2:11].[I:12](Cl)(=O)=O.I(Cl)(=O)=O.C([N+](C)(C)C)C1C=CC=CC=1.C(=O)([O-])[O-].[Ca+2], predict the reaction product. The product is: [NH2:11][C:3]1[C:4]2[O:8][CH2:7][O:6][C:5]=2[C:9]([I:12])=[CH:10][C:2]=1[F:1]. (4) Given the reactants [CH3:1][N:2]1[CH2:7][CH2:6][N:5]([C:8]2[C:9]3[N:16]=[C:15]([C:17]4[C:25]5[C:20](=[CH:21][N:22]=[C:23]([C:26]6[CH:27]=[N:28][CH:29]=[N:30][CH:31]=6)[CH:24]=5)[N:19](C5CCCCO5)[N:18]=4)[NH:14][C:10]=3[CH:11]=[N:12][CH:13]=2)[CH2:4][CH2:3]1, predict the reaction product. The product is: [CH3:1][N:2]1[CH2:3][CH2:4][N:5]([C:8]2[C:9]3[N:16]=[C:15]([C:17]4[C:25]5[C:20](=[CH:21][N:22]=[C:23]([C:26]6[CH:27]=[N:28][CH:29]=[N:30][CH:31]=6)[CH:24]=5)[NH:19][N:18]=4)[NH:14][C:10]=3[CH:11]=[N:12][CH:13]=2)[CH2:6][CH2:7]1. (5) Given the reactants [Br:1][C:2]1[CH:7]=[CH:6][C:5]([CH:8]([C:13]2[C:14]([C:28]3[CH:33]=[CH:32][CH:31]=[CH:30][N:29]=3)=[N:15][N:16]([CH2:26][CH3:27])[C:17]=2[NH:18][C:19]([O:21][C:22]([CH3:25])([CH3:24])[CH3:23])=[O:20])[CH2:9][C:10](O)=[O:11])=[CH:4][CH:3]=1.BrC1C=CC(C=O)=CC=1.C(N1C(N)=CC(C2C=CC=CN=2)=N1)C.[H-].[H-].[H-].[H-].[Li+].[Al+3].O.O.O.O.O.O.O.O.O.O.S([O-])([O-])(=O)=O.[Na+].[Na+], predict the reaction product. The product is: [Br:1][C:2]1[CH:7]=[CH:6][C:5]([CH:8]([C:13]2[C:14]([C:28]3[CH:33]=[CH:32][CH:31]=[CH:30][N:29]=3)=[N:15][N:16]([CH2:26][CH3:27])[C:17]=2[NH:18][C:19](=[O:20])[O:21][C:22]([CH3:25])([CH3:23])[CH3:24])[CH2:9][CH2:10][OH:11])=[CH:4][CH:3]=1.